Dataset: M1 muscarinic receptor antagonist screen with 61,756 compounds. Task: Binary Classification. Given a drug SMILES string, predict its activity (active/inactive) in a high-throughput screening assay against a specified biological target. (1) The drug is O=C1NC2(CCCCC2)Cc2c1cccc2. The result is 0 (inactive). (2) The molecule is Clc1c(CNC(C(C)C)C(O)=O)c(Cl)ccc1. The result is 0 (inactive). (3) The compound is O=C(NC(c1ccccc1)C)c1nn(c(=O)c2c1cccc2)C. The result is 0 (inactive). (4) The molecule is S\1C(CC(=O)N(Cc2cc3OCOc3cc2)C1=N/c1ccc(OC)cc1)C(=O)NC. The result is 0 (inactive).